Predict the product of the given reaction. From a dataset of Forward reaction prediction with 1.9M reactions from USPTO patents (1976-2016). The product is: [OH:7][C@@H:3]([CH2:2][N:8]1[CH:13]=[C:12]([C:14]2[CH:15]=[C:16]([CH3:31])[CH:17]=[C:18]([NH:20][C:21]3[CH:26]=[C:25]([C:27]([F:28])([F:29])[F:30])[CH:24]=[CH:23][N:22]=3)[N:19]=2)[N:10]=[N:9]1)[CH2:4][C:5]#[N:6]. Given the reactants Cl[CH2:2][C@H:3]([OH:7])[CH2:4][C:5]#[N:6].[N-:8]=[N+:9]=[N-:10].[Na+].[C:12]([C:14]1[N:19]=[C:18]([NH:20][C:21]2[CH:26]=[C:25]([C:27]([F:30])([F:29])[F:28])[CH:24]=[CH:23][N:22]=2)[CH:17]=[C:16]([CH3:31])[CH:15]=1)#[CH:13].O=C1O[C@H]([C@H](CO)O)C([O-])=C1O.[Na+], predict the reaction product.